This data is from Forward reaction prediction with 1.9M reactions from USPTO patents (1976-2016). The task is: Predict the product of the given reaction. (1) Given the reactants [CH2:1]([O:3][C:4](=[O:24])[CH:5]([O:22][CH3:23])[CH2:6][C:7]1[CH:12]=[CH:11][C:10]([O:13]CC2C=CC=CC=2)=[C:9]([CH3:21])[CH:8]=1)[CH3:2], predict the reaction product. The product is: [CH2:1]([O:3][C:4](=[O:24])[CH:5]([O:22][CH3:23])[CH2:6][C:7]1[CH:12]=[CH:11][C:10]([OH:13])=[C:9]([CH3:21])[CH:8]=1)[CH3:2]. (2) Given the reactants [CH2:1]([N:8]1[C:16]2[C:11](=[CH:12][C:13]([C:17]3[CH:26]=[CH:25][C:20]([O:21][CH2:22][C:23]#[N:24])=[CH:19][CH:18]=3)=[CH:14][CH:15]=2)[C:10]([CH2:27][CH2:28][CH2:29][CH2:30][CH3:31])=[C:9]1[C:32]1[CH:37]=[CH:36][CH:35]=[CH:34][CH:33]=1)[C:2]1[CH:7]=[CH:6][CH:5]=[CH:4][CH:3]=1.[N-:38]=[N+:39]=[N-:40].[Na+].[NH4+].[Cl-], predict the reaction product. The product is: [CH2:1]([N:8]1[C:16]2[C:11](=[CH:12][C:13]([C:17]3[CH:26]=[CH:25][C:20]([O:21][CH2:22][C:23]4[NH:40][N:39]=[N:38][N:24]=4)=[CH:19][CH:18]=3)=[CH:14][CH:15]=2)[C:10]([CH2:27][CH2:28][CH2:29][CH2:30][CH3:31])=[C:9]1[C:32]1[CH:33]=[CH:34][CH:35]=[CH:36][CH:37]=1)[C:2]1[CH:3]=[CH:4][CH:5]=[CH:6][CH:7]=1. (3) Given the reactants Br[C:2]1[N:6]2[N:7]=[C:8]([NH:11][CH2:12][CH2:13][CH2:14][CH3:15])[CH:9]=[CH:10][C:5]2=[N:4][CH:3]=1.[F:16][C:17]1[CH:22]=[C:21]([CH:23]=[O:24])[CH:20]=[CH:19][C:18]=1B(O)O.P([O-])([O-])([O-])=O.[K+].[K+].[K+].COCCOC, predict the reaction product. The product is: [CH2:12]([NH:11][C:8]1[CH:9]=[CH:10][C:5]2[N:6]([C:2]([C:18]3[CH:19]=[CH:20][C:21]([CH:23]=[O:24])=[CH:22][C:17]=3[F:16])=[CH:3][N:4]=2)[N:7]=1)[CH2:13][CH2:14][CH3:15]. (4) Given the reactants [CH2:1]([O:8][CH2:9][C@@H:10]1[CH2:15][O:14][C:13]2[CH:16]=[CH:17][C:18]([CH2:20][CH2:21][NH:22][CH2:23][CH:24]([C:26]3[N:31]=[C:30]4[CH2:32][O:33]C(C5C=CC=CC=5)[O:35][C:29]4=[CH:28][CH:27]=3)[OH:25])=[CH:19][C:12]=2[O:11]1)[C:2]1[CH:7]=[CH:6][CH:5]=[CH:4][CH:3]=1, predict the reaction product. The product is: [CH2:1]([O:8][CH2:9][C@@H:10]1[CH2:15][O:14][C:13]2[CH:16]=[CH:17][C:18]([CH2:20][CH2:21][NH:22][CH2:23][CH:24]([C:26]3[N:31]=[C:30]([CH2:32][OH:33])[C:29]([OH:35])=[CH:28][CH:27]=3)[OH:25])=[CH:19][C:12]=2[O:11]1)[C:2]1[CH:7]=[CH:6][CH:5]=[CH:4][CH:3]=1.